Task: Predict which catalyst facilitates the given reaction.. Dataset: Catalyst prediction with 721,799 reactions and 888 catalyst types from USPTO (1) Reactant: [C:1]([O:5][C:6]([N:8]1[CH2:13][CH2:12][N:11]([C:14]2[CH:19]=[CH:18][C:17]([NH:20][C:21]3[N:26]=[C:25]([CH2:27][CH2:28][C:29]4[CH:34]=[CH:33][CH:32]=[CH:31][C:30]=4[CH2:35][C:36]([O-:38])=O)[C:24]([C:39]([F:42])([F:41])[F:40])=[CH:23][N:22]=3)=[CH:16][CH:15]=2)[CH2:10][CH2:9]1)=[O:7])([CH3:4])([CH3:3])[CH3:2].[Li+].O[N:45]1[C:49]2C=CC=CC=2N=N1.CCN=C=NCCCN(C)C.C(N(CC)C(C)C)(C)C.Cl.CN. Product: [CH3:49][NH:45][C:36](=[O:38])[CH2:35][C:30]1[CH:31]=[CH:32][CH:33]=[CH:34][C:29]=1[CH2:28][CH2:27][C:25]1[C:24]([C:39]([F:42])([F:41])[F:40])=[CH:23][N:22]=[C:21]([NH:20][C:17]2[CH:18]=[CH:19][C:14]([N:11]3[CH2:12][CH2:13][N:8]([C:6]([O:5][C:1]([CH3:3])([CH3:2])[CH3:4])=[O:7])[CH2:9][CH2:10]3)=[CH:15][CH:16]=2)[N:26]=1. The catalyst class is: 118. (2) Product: [CH2:1]([O:3][C:4]([N:6]1[CH2:7][CH2:8][N:9]([C:12](=[O:57])[C@@H:13]([NH:23][C:24]([C:26]2[CH:30]=[C:29]([O:31][C@H:32]([CH3:50])[C:33]([N:35]3[CH2:39][CH2:38][CH2:37][C@H:36]3[C:40]([OH:42])=[O:41])=[O:34])[N:28]([C:51]3[CH:56]=[CH:55][CH:54]=[CH:53][CH:52]=3)[N:27]=2)=[O:25])[CH2:14][CH2:15][C:16]([O:18][C:19]([CH3:22])([CH3:21])[CH3:20])=[O:17])[CH2:10][CH2:11]1)=[O:5])[CH3:2]. Reactant: [CH2:1]([O:3][C:4]([N:6]1[CH2:11][CH2:10][N:9]([C:12](=[O:57])[C@@H:13]([NH:23][C:24]([C:26]2[CH:30]=[C:29]([O:31][C@H:32]([CH3:50])[C:33]([N:35]3[CH2:39][CH2:38][CH2:37][C@H:36]3[C:40]([O:42]CC3C=CC=CC=3)=[O:41])=[O:34])[N:28]([C:51]3[CH:56]=[CH:55][CH:54]=[CH:53][CH:52]=3)[N:27]=2)=[O:25])[CH2:14][CH2:15][C:16]([O:18][C:19]([CH3:22])([CH3:21])[CH3:20])=[O:17])[CH2:8][CH2:7]1)=[O:5])[CH3:2]. The catalyst class is: 13. (3) Reactant: [C:1]12[CH2:9][CH:5]([C:6]1([CH3:8])[CH3:7])[CH2:4][C:3](C1=CC(OC1=O)=O)([C:10]1([CH:20]3[CH2:25][CH:24]4[CH2:26][C:22]([C:23]4([CH3:28])[CH3:27])=[C:21]3[CH3:29])[CH2:15][CH:14]3[CH2:16][C:12]([C:13]3([CH3:18])[CH3:17])=[C:11]1[CH3:19])[C:2]=2[CH3:37].C1C=CC(/C=C/CO[C@@H]2O[C@H](CO)[C@@H](O)[C@H](O)[C@H]2O)=CC=1.CCCCCCCCCC/C=C/C1C(=O)OC(=O)C1.C1(C=CC(O)=CC=1)O. Product: [C:1]12[CH2:9][CH:5]([C:6]1([CH3:8])[CH3:7])[CH2:4][CH:3]([C:10]1([CH:20]3[CH2:25][CH:24]4[CH2:26][C:22]([C:23]4([CH3:28])[CH3:27])=[C:21]3[CH3:29])[CH2:15][CH:14]3[CH2:16][C:12]([C:13]3([CH3:17])[CH3:18])=[C:11]1[CH3:19])[C:2]=2[CH3:37]. The catalyst class is: 5. (4) Reactant: [CH3:1][C:2]1([CH3:17])[C:10]2[C:5](=[CH:6][CH:7]=[C:8]([N+:11]([O-:13])=[O:12])[CH:9]=2)[N:4](C(=O)C)[CH2:3]1.Cl. Product: [CH3:1][C:2]1([CH3:17])[C:10]2[C:5](=[CH:6][CH:7]=[C:8]([N+:11]([O-:13])=[O:12])[CH:9]=2)[NH:4][CH2:3]1. The catalyst class is: 8. (5) Reactant: P(Br)(Br)[Br:2].[F:5][C:6]1[CH:7]=[C:8]([CH2:16]O)[CH:9]=[C:10]([F:15])[C:11]=1[N+:12]([O-:14])=[O:13].CO.C([O-])(O)=O.[Na+]. Product: [Br:2][CH2:16][C:8]1[CH:9]=[C:10]([F:15])[C:11]([N+:12]([O-:14])=[O:13])=[C:6]([F:5])[CH:7]=1. The catalyst class is: 28. (6) Reactant: [Br:1][C:2]1[CH:3]=[C:4]2[C:9](=[CH:10][CH:11]=1)[N:8]=[C:7]([O:12][CH3:13])[C:6]([CH2:14]Br)=[C:5]2[Cl:16].[F:17][C:18]([F:27])([F:26])[CH2:19][N:20]1[CH2:25][CH2:24][NH:23][CH2:22][CH2:21]1.C(N(CC)C(C)C)(C)C. Product: [Br:1][C:2]1[CH:3]=[C:4]2[C:9](=[CH:10][CH:11]=1)[N:8]=[C:7]([O:12][CH3:13])[C:6]([CH2:14][N:23]1[CH2:22][CH2:21][N:20]([CH2:19][C:18]([F:26])([F:27])[F:17])[CH2:25][CH2:24]1)=[C:5]2[Cl:16]. The catalyst class is: 4.